This data is from Reaction yield outcomes from USPTO patents with 853,638 reactions. The task is: Predict the reaction yield, written as a fraction of the theoretical maximum amount of product (1.0 means a 100% yield; for example, 0.34 means a 34% yield). The reactants are [CH3:1][O:2][C:3]1[CH:15]=[C:14]([O:16][CH3:17])[CH:13]=[CH:12][C:4]=1[CH2:5][NH:6][C:7]1[S:11][N:10]=[CH:9][N:8]=1.C[Si]([N-][Si](C)(C)C)(C)C.[Li+].[Cl:28][C:29]1[CH:30]=[CH:31][C:32]([O:61][CH3:62])=[C:33]([C:35]2[C:44]3[C:39](=[CH:40][C:41]([S:45](OC4C(F)=C(F)C(F)=C(F)C=4F)(=[O:47])=[O:46])=[CH:42][CH:43]=3)[C:38](=[O:60])[NH:37][N:36]=2)[CH:34]=1. The catalyst is C1COCC1. The product is [Cl:28][C:29]1[CH:30]=[CH:31][C:32]([O:61][CH3:62])=[C:33]([C:35]2[C:44]3[C:39](=[CH:40][C:41]([S:45]([N:6]([CH2:5][C:4]4[CH:12]=[CH:13][C:14]([O:16][CH3:17])=[CH:15][C:3]=4[O:2][CH3:1])[C:7]4[S:11][N:10]=[CH:9][N:8]=4)(=[O:47])=[O:46])=[CH:42][CH:43]=3)[C:38](=[O:60])[NH:37][N:36]=2)[CH:34]=1. The yield is 0.337.